Dataset: Retrosynthesis with 50K atom-mapped reactions and 10 reaction types from USPTO. Task: Predict the reactants needed to synthesize the given product. (1) Given the product Nc1cccc(-c2nn3cccc(F)c3c2-c2ccnc(Cl)n2)c1, predict the reactants needed to synthesize it. The reactants are: O=C(Nc1cccc(-c2nn3cccc(F)c3c2-c2ccnc(Cl)n2)c1)C(F)(F)F. (2) Given the product O=S(=O)(c1cccc(Br)c1)C1(c2ccc(C(F)(C(F)(F)F)C(F)(F)F)cc2)CCNC1, predict the reactants needed to synthesize it. The reactants are: O=S(=O)(c1cccc(Br)c1)C1(c2ccc(C(F)(C(F)(F)F)C(F)(F)F)cc2)CCN(Cc2ccccc2)C1.